The task is: Regression. Given a peptide amino acid sequence and an MHC pseudo amino acid sequence, predict their binding affinity value. This is MHC class II binding data.. This data is from Peptide-MHC class II binding affinity with 134,281 pairs from IEDB. (1) The MHC is DRB1_0901 with pseudo-sequence DRB1_0901. The binding affinity (normalized) is 0.346. The peptide sequence is RQCCHKAMENFTDDD. (2) The peptide sequence is AAVDKDAVIVAAAGN. The MHC is DRB1_0901 with pseudo-sequence DRB1_0901. The binding affinity (normalized) is 0.423. (3) The peptide sequence is GPTATFEAMYLGTCQ. The MHC is DRB5_0101 with pseudo-sequence DRB5_0101. The binding affinity (normalized) is 0.135.